From a dataset of Catalyst prediction with 721,799 reactions and 888 catalyst types from USPTO. Predict which catalyst facilitates the given reaction. (1) Reactant: [Si:1]([O:8][C@H:9]1[CH2:13][CH2:12][N:11]([CH2:14][C@H:15]([C:18]2[CH:19]=[C:20]([CH:24]=[CH:25][CH:26]=2)[C:21]([OH:23])=O)[NH:16][CH3:17])[CH2:10]1)([C:4]([CH3:7])([CH3:6])[CH3:5])([CH3:3])[CH3:2].[NH:27]([CH3:29])[CH3:28].Cl.CCN(C(C)C)C(C)C.CN(C(ON1N=NC2C=CC=NC1=2)=[N+](C)C)C.F[P-](F)(F)(F)(F)F. Product: [Si:1]([O:8][C@H:9]1[CH2:13][CH2:12][N:11]([CH2:14][C@H:15]([C:18]2[CH:19]=[C:20]([CH:24]=[CH:25][CH:26]=2)[C:21]([N:27]([CH3:29])[CH3:28])=[O:23])[NH:16][CH3:17])[CH2:10]1)([C:4]([CH3:7])([CH3:6])[CH3:5])([CH3:3])[CH3:2]. The catalyst class is: 42. (2) Reactant: Cl[C:2]1[C:7]([N+:8]([O-:10])=[O:9])=[CH:6][CH:5]=[C:4]([O:11][CH3:12])[N:3]=1.[NH3:13]. Product: [CH3:12][O:11][C:4]1[N:3]=[C:2]([NH2:13])[C:7]([N+:8]([O-:10])=[O:9])=[CH:6][CH:5]=1. The catalyst class is: 35. (3) Reactant: [C:1]([O:4][CH2:5][C@H:6]1[CH2:11][C@@H:10]([O:12][Si:13]([C:26]([CH3:29])([CH3:28])[CH3:27])([C:20]2[CH:25]=[CH:24][CH:23]=[CH:22][CH:21]=2)[C:14]2[CH:19]=[CH:18][CH:17]=[CH:16][CH:15]=2)[CH2:9][CH2:8][C@@:7]1([C@H:31]1[CH2:39][CH2:38][C@@:37]2([CH3:40])[C@@H:33]([CH2:34][CH2:35][C@@:36]2([OH:42])[CH3:41])[C@@H:32]1[CH2:43]O)[CH3:30])(=[O:3])[CH3:2].CS(Cl)(=O)=O.[N-:50]=[N+:51]=[N-:52].[Na+]. Product: [C:1]([O:4][CH2:5][C@H:6]1[CH2:11][C@@H:10]([O:12][Si:13]([C:26]([CH3:29])([CH3:28])[CH3:27])([C:20]2[CH:25]=[CH:24][CH:23]=[CH:22][CH:21]=2)[C:14]2[CH:19]=[CH:18][CH:17]=[CH:16][CH:15]=2)[CH2:9][CH2:8][C@@:7]1([C@H:31]1[CH2:39][CH2:38][C@@:37]2([CH3:40])[C@@H:33]([CH2:34][CH2:35][C@@:36]2([OH:42])[CH3:41])[C@@H:32]1[CH2:43][N:50]=[N+:51]=[N-:52])[CH3:30])(=[O:3])[CH3:2]. The catalyst class is: 781. (4) Reactant: C([O-])([O-])=O.[Na+].[Na+].[OH:7][C:8]([CH3:41])([CH3:40])[CH2:9][C@@:10]1([C:34]2[CH:39]=[CH:38][CH:37]=[CH:36][CH:35]=2)[O:15][C:14](=[O:16])[N:13]([C@H:17]([C:19]2[CH:24]=[CH:23][C:22](B3OC(C)(C)C(C)(C)O3)=[CH:21][CH:20]=2)[CH3:18])[CH2:12][CH2:11]1.Cl[C:43]1[CH:50]=[CH:49][C:46]([C:47]#[N:48])=[CH:45][N:44]=1. Product: [OH:7][C:8]([CH3:40])([CH3:41])[CH2:9][C@@:10]1([C:34]2[CH:39]=[CH:38][CH:37]=[CH:36][CH:35]=2)[O:15][C:14](=[O:16])[N:13]([C@H:17]([C:19]2[CH:20]=[CH:21][C:22]([C:43]3[CH:50]=[CH:49][C:46]([C:47]#[N:48])=[CH:45][N:44]=3)=[CH:23][CH:24]=2)[CH3:18])[CH2:12][CH2:11]1. The catalyst class is: 9.